Dataset: Full USPTO retrosynthesis dataset with 1.9M reactions from patents (1976-2016). Task: Predict the reactants needed to synthesize the given product. (1) Given the product [CH3:27][O:28][CH2:29][CH2:30][N:31]([CH3:32])[S:16]([C:14]1[S:15][C:11]([C:7]2[S:6][C:5]([NH:4][C:1](=[O:3])[CH3:2])=[N:9][C:8]=2[CH3:10])=[CH:12][CH:13]=1)(=[O:18])=[O:17], predict the reactants needed to synthesize it. The reactants are: [C:1]([NH:4][C:5]1[S:6][C:7]([C:11]2[S:15][C:14]([S:16](Cl)(=[O:18])=[O:17])=[CH:13][CH:12]=2)=[C:8]([CH3:10])[N:9]=1)(=[O:3])[CH3:2].C(N(CC)CC)C.[CH3:27][O:28][CH2:29][CH2:30][NH:31][CH3:32]. (2) Given the product [CH:3]1([C:4]([NH:6][C:7]2[S:8][C:9]3[CH:15]=[C:14]([O:16][S:17]([C:20]4[CH:21]=[CH:22][C:23]([NH:33][CH2:32][CH2:31][NH:30][CH:27]([CH3:29])[CH3:28])=[CH:24][CH:25]=4)(=[O:19])=[O:18])[CH:13]=[CH:12][C:10]=3[N:11]=2)=[O:5])[CH2:12][CH2:10][CH2:9][CH2:15]1, predict the reactants needed to synthesize it. The reactants are: CO[CH2:3][C:4]([NH:6][C:7]1[S:8][C:9]2[CH:15]=[C:14]([O:16][S:17]([C:20]3[CH:25]=[CH:24][C:23](F)=[CH:22][CH:21]=3)(=[O:19])=[O:18])[CH:13]=[CH:12][C:10]=2[N:11]=1)=[O:5].[CH:27]([NH:30][CH2:31][CH2:32][NH2:33])([CH3:29])[CH3:28].C(=O)([O-])[O-].[Cs+].[Cs+].O.